This data is from Forward reaction prediction with 1.9M reactions from USPTO patents (1976-2016). The task is: Predict the product of the given reaction. (1) Given the reactants C[O:2][C:3](=[O:37])[CH:4]([N:11]1[CH2:17][CH2:16][CH2:15][C:14]2[CH:18]=[C:19]([O:24][CH3:25])[C:20]([O:22][CH3:23])=[CH:21][C:13]=2[CH:12]1[CH2:26][C:27]1[CH:32]=[CH:31][C:30]([O:33][CH3:34])=[C:29]([O:35][CH3:36])[CH:28]=1)[C:5]1[CH:10]=[CH:9][CH:8]=[CH:7][CH:6]=1.[OH-].[Na+], predict the reaction product. The product is: [CH3:36][O:35][C:29]1[CH:28]=[C:27]([CH:32]=[CH:31][C:30]=1[O:33][CH3:34])[CH2:26][CH:12]1[C:13]2[CH:21]=[C:20]([O:22][CH3:23])[C:19]([O:24][CH3:25])=[CH:18][C:14]=2[CH2:15][CH2:16][CH2:17][N:11]1[CH:4]([C:5]1[CH:10]=[CH:9][CH:8]=[CH:7][CH:6]=1)[C:3]([OH:37])=[O:2]. (2) Given the reactants [Br:1][C:2]1[CH:7]=[CH:6][CH:5]=[C:4]([C:8]([CH3:11])([CH3:10])[CH3:9])[CH:3]=1.Cl[S:13]([OH:16])(=[O:15])=[O:14].CO, predict the reaction product. The product is: [Br:1][C:2]1[CH:3]=[C:4]([C:8]([CH3:11])([CH3:10])[CH3:9])[CH:5]=[CH:6][C:7]=1[S:13]([OH:16])(=[O:15])=[O:14]. (3) Given the reactants [OH-].[Na+].C[O:4][C:5](=[O:29])[C:6]1[CH:11]=[CH:10][C:9]([CH3:12])=[C:8]([NH:13][C:14]([C:16]2[C:27](=[O:28])[NH:26][C:19]3[N:20]=[C:21]([O:24][CH3:25])[N:22]=[CH:23][C:18]=3[CH:17]=2)=[O:15])[CH:7]=1, predict the reaction product. The product is: [CH3:25][O:24][C:21]1[N:22]=[CH:23][C:18]2[CH:17]=[C:16]([C:14]([NH:13][C:8]3[CH:7]=[C:6]([CH:11]=[CH:10][C:9]=3[CH3:12])[C:5]([OH:29])=[O:4])=[O:15])[C:27](=[O:28])[NH:26][C:19]=2[N:20]=1. (4) Given the reactants [CH:1]12[CH2:10][CH:5]3[CH2:6][CH:7]([CH2:9][CH:3]([CH2:4]3)[CH2:2]1)[CH2:8]2.[OH:11]N1C(=O)C2=CC=CC=C2C1=O.C1(OC)C=CC=CC=1.O=O.C12(O)CC3CC(CC(C3)C1)C2, predict the reaction product. The product is: [CH:1]12[CH2:10][CH:5]3[CH2:6][CH:7]([CH2:9][CH:3]([CH2:4]3)[C:2]1=[O:11])[CH2:8]2. (5) Given the reactants [Si:1]([O:8][CH2:9][CH2:10][C:11]1[CH:12]=[CH:13][C:14]2[CH:25]=[CH:24][C:18]3=[N:19][CH:20]=[C:21](Cl)[CH:22]=[C:17]3[C:16](=[O:26])[C:15]=2[CH:27]=1)([C:4]([CH3:7])([CH3:6])[CH3:5])([CH3:3])[CH3:2].[CH3:28][N:29]1[CH:33]=[C:32](B2OC(C)(C)C(C)(C)O2)[CH:31]=[N:30]1.C(=O)([O-])[O-].[Na+].[Na+], predict the reaction product. The product is: [Si:1]([O:8][CH2:9][CH2:10][C:11]1[CH:12]=[CH:13][C:14]2[CH:25]=[CH:24][C:18]3=[N:19][CH:20]=[C:21]([C:32]4[CH:31]=[N:30][N:29]([CH3:28])[CH:33]=4)[CH:22]=[C:17]3[C:16](=[O:26])[C:15]=2[CH:27]=1)([C:4]([CH3:7])([CH3:6])[CH3:5])([CH3:3])[CH3:2]. (6) Given the reactants [CH2:1]([C:5]1[CH:12]=[CH:11][CH:10]=[CH:9][C:6]=1[CH:7]=[O:8])[CH2:2][CH:3]=[CH2:4].[BH4-].[Na+], predict the reaction product. The product is: [CH2:1]([C:5]1[CH:12]=[CH:11][CH:10]=[CH:9][C:6]=1[CH2:7][OH:8])[CH2:2][CH:3]=[CH2:4].